From a dataset of Catalyst prediction with 721,799 reactions and 888 catalyst types from USPTO. Predict which catalyst facilitates the given reaction. The catalyst class is: 15. Product: [Br:12][C:9]1[CH:10]=[CH:11][C:3]([O:2][CH3:1])=[CH:4][C:5]=1[C:6]([OH:8])=[O:7]. Reactant: [CH3:1][O:2][C:3]1[CH:4]=[C:5]([CH:9]=[CH:10][CH:11]=1)[C:6]([OH:8])=[O:7].[Br:12]Br.O.